Dataset: Catalyst prediction with 721,799 reactions and 888 catalyst types from USPTO. Task: Predict which catalyst facilitates the given reaction. (1) Reactant: C1(C(=[N:14][C:15]2[C:16](=[O:44])[N:17]([CH2:36][CH2:37][C:38]3[CH:43]=[CH:42][CH:41]=[CH:40][CH:39]=3)[C:18]([C:22]3[CH:27]=[CH:26][CH:25]=[CH:24][C:23]=3[O:28][CH2:29][C:30]3[CH:35]=[CH:34][CH:33]=[CH:32][CH:31]=3)=[N:19][C:20]=2[CH3:21])C2C=CC=CC=2)C=CC=CC=1.Cl. Product: [NH2:14][C:15]1[C:16](=[O:44])[N:17]([CH2:36][CH2:37][C:38]2[CH:39]=[CH:40][CH:41]=[CH:42][CH:43]=2)[C:18]([C:22]2[CH:27]=[CH:26][CH:25]=[CH:24][C:23]=2[O:28][CH2:29][C:30]2[CH:35]=[CH:34][CH:33]=[CH:32][CH:31]=2)=[N:19][C:20]=1[CH3:21]. The catalyst class is: 1. (2) The catalyst class is: 1. Reactant: [I-].[C:2]([O:6][C:7]([NH:9][C@H:10]([C:16]([NH:18][CH:19]1[CH2:24][CH2:23][N:22]([C:25]2[S:29][N:28]=[C:27]([CH:30]([CH3:32])[CH3:31])[N:26]=2)[CH2:21][CH2:20]1)=[O:17])[CH2:11][CH2:12][S+](C)C)=[O:8])([CH3:5])([CH3:4])[CH3:3].[Li+].C[Si]([N-][Si](C)(C)C)(C)C. Product: [CH:30]([C:27]1[N:26]=[C:25]([N:22]2[CH2:23][CH2:24][CH:19]([N:18]3[CH2:12][CH2:11][C@H:10]([NH:9][C:7](=[O:8])[O:6][C:2]([CH3:5])([CH3:4])[CH3:3])[C:16]3=[O:17])[CH2:20][CH2:21]2)[S:29][N:28]=1)([CH3:32])[CH3:31]. (3) Reactant: C[N:2](C(ON1N=NC2C=CC=NC1=2)=[N+](C)C)C.F[P-](F)(F)(F)(F)F.[Cl-].[NH4+].C(N(CC)CC)C.FC(F)(F)C(O)=O.[F:41][C:42]([F:70])([F:69])[CH2:43][N:44]1[C:48]([C:49]2[N:58]=[C:57]3[N:51]([CH2:52][CH2:53][O:54][C:55]4[CH:62]=[C:61]([NH:63][CH:64]([CH3:68])[C:65]([OH:67])=O)[CH:60]=[CH:59][C:56]=43)[CH:50]=2)=[N:47][CH:46]=[N:45]1. Product: [F:41][C:42]([F:69])([F:70])[CH2:43][N:44]1[C:48]([C:49]2[N:58]=[C:57]3[C:56]4[CH:59]=[CH:60][C:61]([NH:63][C@@H:64]([CH3:68])[C:65]([NH2:2])=[O:67])=[CH:62][C:55]=4[O:54][CH2:53][CH2:52][N:51]3[CH:50]=2)=[N:47][CH:46]=[N:45]1. The catalyst class is: 3. (4) Reactant: [Cl:1][C:2]1[C:3]([C:12](=[O:14])[CH3:13])=[N:4][CH:5]=[C:6]([C:8]([F:11])([F:10])[F:9])[CH:7]=1.CO[CH:17](OC)[N:18]([CH3:20])[CH3:19]. Product: [Cl:1][C:2]1[C:3]([C:12](=[O:14])[CH:13]=[CH:17][N:18]([CH3:20])[CH3:19])=[N:4][CH:5]=[C:6]([C:8]([F:11])([F:9])[F:10])[CH:7]=1. The catalyst class is: 11. (5) Reactant: C[O:2][C:3](=[O:40])[C:4]1[CH:9]=[C:8]([O:10][C:11]2[CH:16]=[CH:15][C:14]([CH2:17][NH:18][S:19]([C:22]3[CH:27]=[CH:26][C:25]([CH3:28])=[CH:24][CH:23]=3)(=[O:21])=[O:20])=[CH:13][CH:12]=2)[CH:7]=[CH:6][C:5]=1[NH:29][S:30]([C:33]1[CH:38]=[CH:37][C:36]([CH3:39])=[CH:35][CH:34]=1)(=[O:32])=[O:31].[Li+].[OH-]. The catalyst class is: 90. Product: [C:36]1([CH3:39])[CH:35]=[CH:34][C:33]([S:30]([NH:29][C:5]2[CH:6]=[CH:7][C:8]([O:10][C:11]3[CH:16]=[CH:15][C:14]([CH2:17][NH:18][S:19]([C:22]4[CH:23]=[CH:24][C:25]([CH3:28])=[CH:26][CH:27]=4)(=[O:20])=[O:21])=[CH:13][CH:12]=3)=[CH:9][C:4]=2[C:3]([OH:40])=[O:2])(=[O:31])=[O:32])=[CH:38][CH:37]=1. (6) Reactant: [CH3:1][O:2][C:3]([C:5]1[S:9][C:8]2[CH:10]=[C:11](Br)[CH:12]=[CH:13][C:7]=2[C:6]=1[O:15][CH2:16][C:17]([O:19][CH2:20][CH3:21])=[O:18])=[O:4].[CH3:22][N:23]([CH3:33])[C:24]1[CH:29]=[CH:28][C:27](B(O)O)=[CH:26][CH:25]=1.[F-].[K+]. Product: [CH3:1][O:2][C:3]([C:5]1[S:9][C:8]2[CH:10]=[C:11]([C:27]3[CH:28]=[CH:29][C:24]([N:23]([CH3:33])[CH3:22])=[CH:25][CH:26]=3)[CH:12]=[CH:13][C:7]=2[C:6]=1[O:15][CH2:16][C:17]([O:19][CH2:20][CH3:21])=[O:18])=[O:4]. The catalyst class is: 110. (7) Reactant: [NH2:1][C:2]1[CH:10]=[C:9]([O:11][CH3:12])[CH:8]=[C:7]([O:13][CH3:14])[C:3]=1[C:4]([NH2:6])=[O:5].[Br:15][C:16]1[CH:17]=[C:18]([CH:21]=[CH:22][CH:23]=1)[CH:19]=O.OS([O-])=O.[Na+].O.C1(C)C=CC(S(O)(=O)=O)=CC=1. Product: [Br:15][C:16]1[CH:17]=[C:18]([C:19]2[NH:6][C:4](=[O:5])[C:3]3[C:2](=[CH:10][C:9]([O:11][CH3:12])=[CH:8][C:7]=3[O:13][CH3:14])[N:1]=2)[CH:21]=[CH:22][CH:23]=1. The catalyst class is: 80.